From a dataset of Full USPTO retrosynthesis dataset with 1.9M reactions from patents (1976-2016). Predict the reactants needed to synthesize the given product. (1) Given the product [C:1]([C:5]1[N:6]=[C:7]([N:16]2[CH2:20][CH2:19][C:18]([F:21])([F:22])[CH2:17]2)[C:8]2[N:13]=[N:12][N:11]([CH2:14][CH2:15][C:46]3[CH:51]=[CH:50][CH:49]=[C:48]([Cl:52])[CH:47]=3)[C:9]=2[N:10]=1)([CH3:2])([CH3:3])[CH3:4], predict the reactants needed to synthesize it. The reactants are: [C:1]([C:5]1[N:6]=[C:7]([N:16]2[CH2:20][CH2:19][C:18]([F:22])([F:21])[CH2:17]2)[C:8]2[N:13]=[N:12][N:11]([CH2:14][CH3:15])[C:9]=2[N:10]=1)([CH3:4])([CH3:3])[CH3:2].C(C1N=C(N2CCC(F)(F)C2)C2N=NNC=2N=1)(C)(C)C.BrCC[C:46]1[CH:51]=[CH:50][CH:49]=[C:48]([Cl:52])[CH:47]=1. (2) Given the product [Br:1][C:2]1[CH:7]=[CH:6][C:5]([C:8]2[CH:9]=[CH:10][C:11]([Br:14])=[CH:12][CH:13]=2)=[C:4]([N:15]([C:34]2[CH:39]=[CH:38][C:37]([O:28][CH3:25])=[CH:36][CH:35]=2)[C:17]2[CH:22]=[CH:21][C:20]([O:23][CH3:24])=[CH:19][CH:18]=2)[CH:3]=1, predict the reactants needed to synthesize it. The reactants are: [Br:1][C:2]1[CH:7]=[CH:6][C:5]([C:8]2[CH:13]=[CH:12][C:11]([Br:14])=[CH:10][CH:9]=2)=[C:4]([NH2:15])[CH:3]=1.I[C:17]1[CH:22]=[CH:21][C:20]([O:23][CH3:24])=[CH:19][CH:18]=1.[C:25](=[O:28])([O-])[O-].[K+].[K+].[N+]([C:34]1[CH:39]=[CH:38][CH:37]=[CH:36][CH:35]=1)([O-])=O. (3) Given the product [OH:18][C:15]1[CH:16]=[CH:17][C:12]([C:9]2[C:3]3[CH:4]=[C:5]([OH:8])[CH:6]=[CH:7][C:2]=3[O:11][N:10]=2)=[CH:13][CH:14]=1, predict the reactants needed to synthesize it. The reactants are: O[C:2]1[CH:7]=[CH:6][C:5]([OH:8])=[CH:4][C:3]=1[C:9]([C:12]1[CH:17]=[CH:16][C:15]([OH:18])=[CH:14][CH:13]=1)=[N:10][OH:11].C1(P(C2C=CC=CC=2)C2C=CC=CC=2)C=CC=CC=1.CCOC(/N=N/C(OCC)=O)=O. (4) Given the product [C:1]([O:5][C:6](=[O:39])[N:7]([CH:9]([C:11](=[O:38])[NH:12][CH:13]([C:18]([N:20]1[CH2:24][CH2:23][CH:22]2[N:25]([C:40](=[O:42])[CH3:41])[CH2:26][CH:27]([CH2:28][O:29][C:30]3[CH:35]=[CH:34][C:33]([F:36])=[C:32]([F:37])[CH:31]=3)[CH:21]12)=[O:19])[C:14]([CH3:16])([CH3:17])[CH3:15])[CH3:10])[CH3:8])([CH3:2])([CH3:3])[CH3:4], predict the reactants needed to synthesize it. The reactants are: [C:1]([O:5][C:6](=[O:39])[N:7]([CH:9]([C:11](=[O:38])[NH:12][CH:13]([C:18]([N:20]1[CH2:24][CH2:23][CH:22]2[NH:25][CH2:26][CH:27]([CH2:28][O:29][C:30]3[CH:35]=[CH:34][C:33]([F:36])=[C:32]([F:37])[CH:31]=3)[CH:21]12)=[O:19])[C:14]([CH3:17])([CH3:16])[CH3:15])[CH3:10])[CH3:8])([CH3:4])([CH3:3])[CH3:2].[C:40](OC(=O)C)(=[O:42])[CH3:41]. (5) Given the product [C:13]1([C:7]2[CH:8]=[CH:9][CH:10]=[CH:11][CH:12]=2)[CH:14]=[CH:15][C:16]([O:19][C:25]2[CH:24]=[N:23][CH:22]=[C:21]([Br:20])[C:26]=2[CH:27]=[O:28])=[CH:17][CH:18]=1, predict the reactants needed to synthesize it. The reactants are: C(=O)([O-])[O-].[Cs+].[Cs+].[C:7]1([C:13]2[CH:18]=[CH:17][C:16]([OH:19])=[CH:15][CH:14]=2)[CH:12]=[CH:11][CH:10]=[CH:9][CH:8]=1.[Br:20][C:21]1[CH:22]=[N:23][CH:24]=[C:25](Br)[C:26]=1[CH:27]=[O:28]. (6) Given the product [Cl:1][C:2]1[N:7]=[C:6]([Cl:8])[N:5]=[C:4]2[N:9]([CH:13]3[CH2:14][CH2:15][CH2:16][CH2:17][O:12]3)[N:10]=[CH:11][C:3]=12, predict the reactants needed to synthesize it. The reactants are: [Cl:1][C:2]1[N:7]=[C:6]([Cl:8])[N:5]=[C:4]2[NH:9][N:10]=[CH:11][C:3]=12.[O:12]1[CH:17]=[CH:16][CH2:15][CH2:14][CH2:13]1. (7) Given the product [Br:1][CH:9]([C:11]1[CH:12]=[CH:13][C:14]([C:17]([F:20])([F:18])[F:19])=[N:15][CH:16]=1)[CH3:10], predict the reactants needed to synthesize it. The reactants are: [Br:1]N1C(=O)CCC1=O.[CH2:9]([C:11]1[CH:12]=[CH:13][C:14]([C:17]([F:20])([F:19])[F:18])=[N:15][CH:16]=1)[CH3:10].CCCCCC.CCOC(C)=O. (8) Given the product [C:28]([C:32]1[N:33]=[C:34]([N:22]2[CH2:7][CH2:8][CH2:9][C@H:23]2[CH2:24][O:25][CH3:26])[C:35]2[N:40]=[N:39][N:38]([CH2:41][C:42]3[CH:47]=[CH:46][CH:45]=[CH:44][C:43]=3[Cl:48])[C:36]=2[N:37]=1)([CH3:31])([CH3:30])[CH3:29], predict the reactants needed to synthesize it. The reactants are: C(C1N=[C:7]([N:22]2C[CH2:26][O:25][CH2:24][CH2:23]2)[C:8]2N=NN(CC3C=CC=CC=3Cl)[C:9]=2N=1)(C)(C)C.[C:28]([C:32]1[N:33]=[C:34](Cl)[C:35]2[N:40]=[N:39][N:38]([CH2:41][C:42]3[CH:47]=[CH:46][CH:45]=[CH:44][C:43]=3[Cl:48])[C:36]=2[N:37]=1)([CH3:31])([CH3:30])[CH3:29].COC[C@@H]1CCCN1. (9) Given the product [OH:25][N:26]=[C:14]([C:10]1[CH:9]=[C:8]2[C:13](=[CH:12][CH:11]=1)[N:5]([C:3]([O:2][CH3:1])=[O:4])[CH2:6][CH2:7]2)[CH3:15], predict the reactants needed to synthesize it. The reactants are: [CH3:1][O:2][C:3]([N:5]1[C:13]2[C:8](=[CH:9][C:10]([C:14](=O)[CH3:15])=[CH:11][CH:12]=2)[CH2:7][CH2:6]1)=[O:4].C(N(CC)CC)C.Cl.[OH-:25].[NH4+:26]. (10) Given the product [CH3:12][O:11][CH2:10][CH2:9][O:8][C:4]1[CH:3]=[C:2]([B:13]2[O:17][C:16]([CH3:19])([CH3:18])[C:15]([CH3:21])([CH3:20])[O:14]2)[CH:7]=[CH:6][N:5]=1, predict the reactants needed to synthesize it. The reactants are: Br[C:2]1[CH:7]=[CH:6][N:5]=[C:4]([O:8][CH2:9][CH2:10][O:11][CH3:12])[CH:3]=1.[B:13]1([B:13]2[O:17][C:16]([CH3:19])([CH3:18])[C:15]([CH3:21])([CH3:20])[O:14]2)[O:17][C:16]([CH3:19])([CH3:18])[C:15]([CH3:21])([CH3:20])[O:14]1.C([O-])(=O)C.[K+].